Dataset: Full USPTO retrosynthesis dataset with 1.9M reactions from patents (1976-2016). Task: Predict the reactants needed to synthesize the given product. (1) Given the product [CH:12]1([CH2:15][CH2:16][NH:17][C:18]([C:20]2[N:21]=[N:22][C:23]([N:26]3[CH2:31][CH2:30][N:29]([C:4](=[O:6])[C:3]4[CH:7]=[C:8]([CH3:11])[CH:9]=[CH:10][C:2]=4[CH3:1])[CH2:28][CH2:27]3)=[CH:24][CH:25]=2)=[O:19])[CH2:14][CH2:13]1, predict the reactants needed to synthesize it. The reactants are: [CH3:1][C:2]1[CH:10]=[CH:9][C:8]([CH3:11])=[CH:7][C:3]=1[C:4]([OH:6])=O.[CH:12]1([CH2:15][CH2:16][NH:17][C:18]([C:20]2[N:21]=[N:22][C:23]([N:26]3[CH2:31][CH2:30][NH:29][CH2:28][CH2:27]3)=[CH:24][CH:25]=2)=[O:19])[CH2:14][CH2:13]1. (2) Given the product [NH2:39][CH2:40][C:41]([N:29]1[CH2:30][CH2:31][N:26]([CH2:25][C:4]2[S:5][C:6]3[C:11]([N:12]4[CH2:13][CH2:14][O:15][CH2:16][CH2:17]4)=[N:10][C:9]([C:18]4[CH:19]=[N:20][C:21]([NH2:24])=[N:22][CH:23]=4)=[N:8][C:7]=3[C:3]=2[CH3:2])[CH2:27][CH2:28]1)=[O:42], predict the reactants needed to synthesize it. The reactants are: Cl.[CH3:2][C:3]1[C:7]2[N:8]=[C:9]([C:18]3[CH:19]=[N:20][C:21]([NH2:24])=[N:22][CH:23]=3)[N:10]=[C:11]([N:12]3[CH2:17][CH2:16][O:15][CH2:14][CH2:13]3)[C:6]=2[S:5][C:4]=1[CH2:25][N:26]1[CH2:31][CH2:30][NH:29][CH2:28][CH2:27]1.C([NH:39][CH2:40][C:41](O)=[O:42])(OC(C)(C)C)=O.C(O)(C(F)(F)F)=O. (3) Given the product [S:26]([C:30]1[CH:31]=[C:32]([NH:36][C:12]([C:11]2[CH:10]=[N:9][N:8]3[C:3]([CH:2]([F:1])[F:25])=[CH:4][C:5]([C:15]4[CH:20]=[CH:19][C:18]([C:21]([F:22])([F:23])[F:24])=[CH:17][CH:16]=4)=[N:6][C:7]=23)=[O:14])[CH:33]=[CH:34][CH:35]=1)(=[O:28])(=[O:29])[NH2:27], predict the reactants needed to synthesize it. The reactants are: [F:1][CH:2]([F:25])[C:3]1[N:8]2[N:9]=[CH:10][C:11]([C:12]([OH:14])=O)=[C:7]2[N:6]=[C:5]([C:15]2[CH:20]=[CH:19][C:18]([C:21]([F:24])([F:23])[F:22])=[CH:17][CH:16]=2)[CH:4]=1.[S:26]([C:30]1[CH:31]=[C:32]([NH2:36])[CH:33]=[CH:34][CH:35]=1)(=[O:29])(=[O:28])[NH2:27]. (4) Given the product [S:18]1[CH:19]=[CH:20][C:16]([NH:1][CH:2]2[CH2:3][CH2:4][N:5]([C:8]([O:10][C:11]([CH3:14])([CH3:13])[CH3:12])=[O:9])[CH2:6][CH2:7]2)=[CH:17]1, predict the reactants needed to synthesize it. The reactants are: [NH2:1][CH:2]1[CH2:7][CH2:6][N:5]([C:8]([O:10][C:11]([CH3:14])([CH3:13])[CH3:12])=[O:9])[CH2:4][CH2:3]1.Br[C:16]1[CH:20]=[CH:19][S:18][CH:17]=1.COC1C=CC=C(OC)C=1C1C=CC=CC=1P(C1CCCCC1)C1CCCCC1.C(O[Na])(C)(C)C. (5) The reactants are: [C:1]([O:5][C:6](=[O:12])[N:7]([CH3:11])[CH2:8][CH:9]=O)([CH3:4])([CH3:3])[CH3:2].[Cl:13][C:14]1[C:15]([N:20]2[CH2:25][CH2:24][NH:23][CH2:22][CH2:21]2)=[N:16][CH:17]=[CH:18][N:19]=1.C(O[BH-](OC(=O)C)OC(=O)C)(=O)C.[Na+]. Given the product [C:1]([O:5][C:6](=[O:12])[N:7]([CH2:8][CH2:9][N:23]1[CH2:24][CH2:25][N:20]([C:15]2[C:14]([Cl:13])=[N:19][CH:18]=[CH:17][N:16]=2)[CH2:21][CH2:22]1)[CH3:11])([CH3:4])([CH3:3])[CH3:2], predict the reactants needed to synthesize it.